This data is from Reaction yield outcomes from USPTO patents with 853,638 reactions. The task is: Predict the reaction yield, written as a fraction of the theoretical maximum amount of product (1.0 means a 100% yield; for example, 0.34 means a 34% yield). (1) The reactants are Br[C:2]1[CH:3]=[C:4]([C@H:8]([NH:13][C@@H:14]([CH2:27][CH:28]([CH3:30])[CH3:29])[C:15]([N:17]2[CH2:21][C@H:20]([F:22])[C@H:19]3[O:23][CH2:24][C@H:25]([OH:26])[C@@H:18]23)=[O:16])[C:9]([F:12])([F:11])[F:10])[CH:5]=[CH:6][CH:7]=1.CS([C:35]1[CH:40]=[CH:39][C:38](B(O)O)=[CH:37][CH:36]=1)(=O)=O.[C:44](=O)([O-])[O-].[Na+].[Na+]. The catalyst is COC.C(O)C.C(Cl)Cl.O.C1C=CC([P]([Pd]([P](C2C=CC=CC=2)(C2C=CC=CC=2)C2C=CC=CC=2)([P](C2C=CC=CC=2)(C2C=CC=CC=2)C2C=CC=CC=2)[P](C2C=CC=CC=2)(C2C=CC=CC=2)C2C=CC=CC=2)(C2C=CC=CC=2)C2C=CC=CC=2)=CC=1. The product is [F:22][C@H:20]1[CH2:21][N:17]([C:15](=[O:16])[C@@H:14]([NH:13][C@@H:8]([C:4]2[CH:3]=[C:2]([C:35]3[CH:40]=[CH:39][C:38]([CH3:44])=[CH:37][CH:36]=3)[CH:7]=[CH:6][CH:5]=2)[C:9]([F:12])([F:11])[F:10])[CH2:27][CH:28]([CH3:30])[CH3:29])[C@@H:18]2[C@@H:25]([OH:26])[CH2:24][O:23][C@H:19]12. The yield is 0.480. (2) The reactants are [CH3:1][C:2]1([CH3:34])[CH2:7][CH2:6][C:5]([C:8]2[C:13]([NH:14][C:15]([C:17]3[NH:18][CH:19]=[C:20]([C:22]#[N:23])[N:21]=3)=[O:16])=[CH:12][CH:11]=[C:10]([CH:24]3[CH2:29][C:28]([CH3:31])([CH3:30])[O:27][C:26]([CH3:33])([CH3:32])[CH2:25]3)[N:9]=2)=[CH:4][CH2:3]1.[CH3:35][S:36]([OH:39])(=[O:38])=[O:37]. The catalyst is CCO. The product is [CH3:35][S:36]([OH:39])(=[O:38])=[O:37].[CH3:1][C:2]1([CH3:34])[CH2:7][CH2:6][C:5]([C:8]2[C:13]([NH:14][C:15]([C:17]3[NH:18][CH:19]=[C:20]([C:22]#[N:23])[N:21]=3)=[O:16])=[CH:12][CH:11]=[C:10]([CH:24]3[CH2:25][C:26]([CH3:33])([CH3:32])[O:27][C:28]([CH3:31])([CH3:30])[CH2:29]3)[N:9]=2)=[CH:4][CH2:3]1. The yield is 0.400. (3) The reactants are [NH2:1][C:2]1[C:7]([NH2:8])=[CH:6][C:5]([Br:9])=[CH:4][N:3]=1.[CH2:10]([O:12][C:13]1[CH:14]=[C:15]([CH:19]=[CH:20][CH:21]=1)[C:16](O)=O)[CH3:11].P(Cl)(Cl)(Cl)=O.[OH-].[Na+]. No catalyst specified. The product is [Br:9][C:5]1[CH:6]=[C:7]2[NH:8][C:16]([C:15]3[CH:19]=[CH:20][CH:21]=[C:13]([O:12][CH2:10][CH3:11])[CH:14]=3)=[N:1][C:2]2=[N:3][CH:4]=1. The yield is 0.510.